Dataset: Full USPTO retrosynthesis dataset with 1.9M reactions from patents (1976-2016). Task: Predict the reactants needed to synthesize the given product. (1) Given the product [Cl:1][C:2]1[CH:3]=[C:4]([S:9]([N:12]([C:13]2[S:17][C:16]3[CH2:18][CH2:19][CH2:20][CH2:21][C:15]=3[C:14]=2[C:22]([O:24][C:25]([CH3:28])([CH3:27])[CH3:26])=[O:23])[CH3:29])(=[O:10])=[O:11])[CH:5]=[CH:6][C:7]=1[Cl:8], predict the reactants needed to synthesize it. The reactants are: [Cl:1][C:2]1[CH:3]=[C:4]([S:9]([NH:12][C:13]2[S:17][C:16]3[CH2:18][CH2:19][CH2:20][CH2:21][C:15]=3[C:14]=2[C:22]([O:24][C:25]([CH3:28])([CH3:27])[CH3:26])=[O:23])(=[O:11])=[O:10])[CH:5]=[CH:6][C:7]=1[Cl:8].[C:29]([O-])([O-])=O.[K+].[K+].CI.[Na+].[Cl-]. (2) Given the product [C:12]1([C:18]#[C:19][CH2:20][NH:11][C:1]23[CH2:8][CH:7]4[CH2:6][CH:5]([CH2:4][CH:3]([CH2:9]4)[CH2:2]2)[CH2:10]3)[CH:17]=[CH:16][CH:15]=[CH:14][CH:13]=1, predict the reactants needed to synthesize it. The reactants are: [C:1]12([NH2:11])[CH2:10][CH:5]3[CH2:6][CH:7]([CH2:9][CH:3]([CH2:4]3)[CH2:2]1)[CH2:8]2.[C:12]1([C:18]#[C:19][CH:20]=O)[CH:17]=[CH:16][CH:15]=[CH:14][CH:13]=1. (3) Given the product [F:33][C:34]1[CH:35]=[C:36]([CH:37]=[CH:38][C:39]=1[F:40])[O:41][C:5]1[N:10]=[C:9]([O:11][CH3:12])[C:8]([S:13]([C:16]([F:19])([F:18])[F:17])(=[O:15])=[O:14])=[C:7]([C:20]2[CH:25]=[CH:24][C:23]([Cl:26])=[CH:22][C:21]=2[Cl:27])[N:6]=1, predict the reactants needed to synthesize it. The reactants are: CS([C:5]1[N:10]=[C:9]([O:11][CH3:12])[C:8]([S:13]([C:16]([F:19])([F:18])[F:17])(=[O:15])=[O:14])=[C:7]([C:20]2[CH:25]=[CH:24][C:23]([Cl:26])=[CH:22][C:21]=2[Cl:27])[N:6]=1)(=O)=O.C([Li])CCC.[F:33][C:34]1[CH:35]=[C:36]([OH:41])[CH:37]=[CH:38][C:39]=1[F:40].[Cl-].[NH4+]. (4) Given the product [N:1]1[C:10]2[NH:9][C:8]3[CH:11]=[C:12]([CH2:15][NH:16][C:17]([NH2:20])=[N:23][C:22]#[N:21])[CH:13]=[CH:14][C:7]=3[S:6][C:5]=2[N:4]=[CH:3][CH:2]=1, predict the reactants needed to synthesize it. The reactants are: [N:1]1[C:10]2[NH:9][C:8]3[CH:11]=[C:12]([CH2:15][NH:16][C:17](=[NH:20])SC)[CH:13]=[CH:14][C:7]=3[S:6][C:5]=2[N:4]=[CH:3][CH:2]=1.[N:21]#[C:22][NH2:23].O.C(OCC)(=O)C. (5) Given the product [F:15][C:16]1[C:21]([OH:13])=[CH:20][CH:19]=[C:18]([F:31])[N:17]=1, predict the reactants needed to synthesize it. The reactants are: B1([O-])OO1.O.O.O.O.[Na+].C1C[O:13]CC1.[F:15][C:16]1[C:21](B2OC(C)(C)C(C)(C)O2)=[CH:20][CH:19]=[C:18]([F:31])[N:17]=1. (6) Given the product [N:3]([C:2]([O:14][CH:33]([CH3:32])[CH3:28])=[O:51])=[N:38][C:41]([O:43][CH:44]([CH3:46])[CH3:47])=[O:42], predict the reactants needed to synthesize it. The reactants are: S1C2C3C=CC=CC=3N=CC=2[N:3]=[C:2]1[OH:14].C1(P([C:28]2[CH:33]=[CH:32]C=CC=2)C2C=CC=CC=2)C=CC=CC=1.OC1CC[N:38]([C:41]([O:43][C:44]([CH3:47])([CH3:46])C)=[O:42])CC1.C1C[O:51]CC1.